This data is from Antibody developability classification from SAbDab with 2,409 antibodies. The task is: Regression/Classification. Given an antibody's heavy chain and light chain sequences, predict its developability. TAP uses regression for 5 developability metrics; SAbDab uses binary classification. (1) The antibody is ['EVQLQQSGTVLARPGASVKMSCKASGYTFTNYWMHWIKQRPGQGLEWIGTIYPGNSDTTYSQKFKGKAKLTAVTSTSTAYMELSSLTNEDSAVYYCSRRNYGSSYAMDYWGQGTSVTVSS', 'DVLMTQTPLSLPVSLGDQASISCRSSQNIVHSNGYTYLEWYLQKPGQSPKLLIYTVSNRFSGVPDRFSGSGSGTDFTLKISRVEAEDLGVYYCFRGSHVPTFGGGTKLEIK']. Result: 0 (not developable). (2) The antibody is ['EVKLVESGGGLVKPGGSLKLSCAASGFTFSNYAMSWVRQTPEKRLEWVVSISSGGSIYYLDSVKGRFTVSRDNARNILYLQMTSLRSEDTAMYFCARVSHYDGSRDWYFDVWGAGTSVTVSS', 'DVLMTQTPLSLPVSLGDQASISCRSSQTIVHSNGDTYLDWFLQKPGQSPKLLIYKVSNRFSGVPDRFSGSGSGTDFTLKISRVEAEDLGVYYCFQGSHVPPTFGGGTKLEIK']. Result: 0 (not developable). (3) The antibody is ['QVQLQQSGAELAKPGASMKMSCRASGYSFTSYWIHWLKQRPDQGLEWIGYIDPATAYTESNQKFKDKAILTADRSSNTAFMYLNSLTSEDSAVYYCARESPRLRRGIYYYAMDYWGQGTTVTVSS', 'DIQMTQTPSSLSASLGDRVTISCRASQDISNYLNWYQQKPDGTVKLLIYYTSRLHSGVPSRFSGSGSGTDYSLTISNLEQEDIATYFCQQGNTLPPTFGAGTKLELK']. Result: 0 (not developable). (4) The antibody is ['EVQLQESGPGLVKPSETLSLTCTVSGGPINNAYWTWIRQPPGKGLEYLGYVYHTGVTNYNPSLKSRLTITIDTSRKQLSLSLKFVTAADSAVYYCAREWAEDGDFGNAFHVWGQGTMVAVSS', 'SYVLTQPPSVSVSPGQTARITCSAEALSNQYAYWYRQRPGQAPLLIIYKDTKRPSGIPERFSGSTSGTTVTLTISGVQAEDEADYYCQSADSSGDYVFGGGTKVTVL']. Result: 0 (not developable).